This data is from Reaction yield outcomes from USPTO patents with 853,638 reactions. The task is: Predict the reaction yield, written as a fraction of the theoretical maximum amount of product (1.0 means a 100% yield; for example, 0.34 means a 34% yield). (1) The reactants are [F:1][C:2]1[CH:7]=[C:6]([I:8])[CH:5]=[CH:4][C:3]=1[N:9]1[C:14]2[N:15]([CH3:29])[C:16](=[O:28])[C:17]([CH3:27])=[C:18](OS(C(F)(F)F)(=O)=O)[C:13]=2[C:12](=[O:30])[N:11]([CH3:31])[C:10]1=[O:32].[NH2:33][C:34]1[CH:35]=[C:36]([NH:40][S:41]([CH3:44])(=[O:43])=[O:42])[CH:37]=[CH:38][CH:39]=1.CN(C)C(=O)C.N1C(C)=CC=CC=1C. The catalyst is CO.O. The product is [F:1][C:2]1[CH:7]=[C:6]([I:8])[CH:5]=[CH:4][C:3]=1[N:9]1[C:14]2[N:15]([CH3:29])[C:16](=[O:28])[C:17]([CH3:27])=[C:18]([NH:33][C:34]3[CH:35]=[C:36]([NH:40][S:41]([CH3:44])(=[O:43])=[O:42])[CH:37]=[CH:38][CH:39]=3)[C:13]=2[C:12](=[O:30])[N:11]([CH3:31])[C:10]1=[O:32]. The yield is 0.980. (2) The reactants are [CH3:1][Mg]Cl.[CH3:4][N:5]1[C:13]2[C:8](=[CH:9][C:10](C(OC)=O)=[CH:11][CH:12]=2)[C:7]([C:18]2[N:30]([S:31]([C:34]3[CH:40]=[CH:39][C:37]([CH3:38])=[CH:36][CH:35]=3)(=[O:33])=[O:32])[C:21]3=[N:22][CH:23]=[C:24]4[CH:28]=[N:27][N:26]([CH3:29])[C:25]4=[C:20]3[CH:19]=2)=[CH:6]1.[CH3:41][C:42]([OH:44])=O. The catalyst is C1COCC1.O. The product is [CH3:4][N:5]1[C:13]2[C:8](=[CH:9][C:10]([C:42]([OH:44])([CH3:41])[CH3:1])=[CH:11][CH:12]=2)[C:7]([C:18]2[N:30]([S:31]([C:34]3[CH:40]=[CH:39][C:37]([CH3:38])=[CH:36][CH:35]=3)(=[O:32])=[O:33])[C:21]3=[N:22][CH:23]=[C:24]4[CH:28]=[N:27][N:26]([CH3:29])[C:25]4=[C:20]3[CH:19]=2)=[CH:6]1. The yield is 0.920. (3) The reactants are [ClH:1].Cl.[NH2:3][C:4]([CH:15]1[CH2:20][CH2:19][NH:18][CH2:17][CH2:16]1)([CH2:8][CH2:9][CH2:10][CH2:11][B:12]([OH:14])[OH:13])[C:5]([OH:7])=[O:6].C(N(CC)CC)C.[C:28](OC(=O)C)(=[O:30])[CH3:29]. The catalyst is CN(C=O)C.Cl. The product is [ClH:1].[NH2:3][C:4]([CH:15]1[CH2:16][CH2:17][N:18]([C:28](=[O:30])[CH3:29])[CH2:19][CH2:20]1)([CH2:8][CH2:9][CH2:10][CH2:11][B:12]([OH:14])[OH:13])[C:5]([OH:7])=[O:6]. The yield is 0.530. (4) The reactants are FC1C(NC2C=CC(C#C[Si](C)(C)C)=CC=2F)=C(C2OC([NH:14][CH2:15][CH2:16][N:17]3[CH2:22][CH2:21][O:20][CH2:19][CH2:18]3)=NN=2)C=CC=1F.[F-].[Cs+]. The catalyst is CO.C(OCC)(=O)C.ClCCl. The product is [N:17]1([CH2:16][CH2:15][NH2:14])[CH2:22][CH2:21][O:20][CH2:19][CH2:18]1. The yield is 0.830. (5) The reactants are [CH3:1][O:2][C:3](=[O:28])[CH:4]([NH:11][CH2:12][C:13]([O:20][C:21]1[CH:26]=[CH:25][CH:24]=[CH:23][C:22]=1[Cl:27])=[CH:14][C:15](OCC)=[O:16])[CH2:5][CH2:6][C:7]([F:10])([F:9])[F:8]. The catalyst is C(#N)C. The product is [CH3:1][O:2][C:3](=[O:28])[CH:4]([N:11]1[CH2:12][C:13]([O:20][C:21]2[CH:26]=[CH:25][CH:24]=[CH:23][C:22]=2[Cl:27])=[CH:14][C:15]1=[O:16])[CH2:5][CH2:6][C:7]([F:10])([F:9])[F:8]. The yield is 0.500. (6) The catalyst is C(Cl)Cl. The product is [F:1][C:2]1[CH:3]=[C:4]([NH:30][C:38](=[O:43])[C:39]([NH:41][CH2:46][CH2:47][C:48]2[CH:53]=[CH:52][CH:51]=[CH:50][CH:49]=2)=[O:40])[CH:5]=[CH:6][C:7]=1[O:8][C:9]1[C:18]2[C:13](=[CH:14][C:15]([O:21][CH2:22][CH:23]3[CH2:28][CH2:27][N:26]([CH3:29])[CH2:25][CH2:24]3)=[C:16]([O:19][CH3:20])[CH:17]=2)[N:12]=[CH:11][CH:10]=1. The yield is 0.680. The reactants are [F:1][C:2]1[CH:3]=[C:4]([NH2:30])[CH:5]=[CH:6][C:7]=1[O:8][C:9]1[C:18]2[C:13](=[CH:14][C:15]([O:21][CH2:22][CH:23]3[CH2:28][CH2:27][N:26]([CH3:29])[CH2:25][CH2:24]3)=[C:16]([O:19][CH3:20])[CH:17]=2)[N:12]=[CH:11][CH:10]=1.CCN(CC)CC.[C:38]([O:43]CC)(=O)[C:39]([NH2:41])=[O:40].[CH2:46](N)[CH2:47][C:48]1[CH:53]=[CH:52][CH:51]=[CH:50][CH:49]=1. (7) The reactants are [ClH:1].C(OCC)C.[CH3:7][C:8]1[C:16]([O:17][C@@H:18]2[CH2:23][CH2:22][CH2:21][C@H:20]([CH2:24][NH2:25])[CH2:19]2)=[CH:15][CH:14]=[C:13]2[C:9]=1[CH:10]=[N:11][NH:12]2. The catalyst is CC(O)C. The product is [ClH:1].[CH3:7][C:8]1[C:16]([O:17][C@@H:18]2[CH2:23][CH2:22][CH2:21][C@H:20]([CH2:24][NH2:25])[CH2:19]2)=[CH:15][CH:14]=[C:13]2[C:9]=1[CH:10]=[N:11][NH:12]2. The yield is 0.740. (8) The reactants are C([O:3][C:4](=[O:24])[C:5]1[CH:10]=[C:9]([OH:11])[C:8]([Br:12])=[C:7]([O:13][CH2:14][CH2:15][C:16]2[CH:21]=[CH:20][C:19]([Cl:22])=[CH:18][C:17]=2[Cl:23])[CH:6]=1)C.[OH-].[Na+]. The catalyst is C(O)C.O. The product is [Br:12][C:8]1[C:9]([OH:11])=[CH:10][C:5]([C:4]([OH:24])=[O:3])=[CH:6][C:7]=1[O:13][CH2:14][CH2:15][C:16]1[CH:21]=[CH:20][C:19]([Cl:22])=[CH:18][C:17]=1[Cl:23]. The yield is 0.310. (9) The reactants are [S:1]1[CH:5]=[CH:4][C:3]([C:6]2[C:14]3[C:9](=[CH:10][CH:11]=[CH:12][CH:13]=3)[NH:8][C:7]=2[C:15]([NH:17][NH2:18])=[O:16])=[CH:2]1.[Br:19][C:20]1[CH:27]=[CH:26][C:23]([CH:24]=O)=[CH:22][CH:21]=1. The catalyst is C(O)C. The product is [Br:19][C:20]1[CH:27]=[CH:26][C:23]([CH:24]=[N:18][NH:17][C:15]([C:7]2[NH:8][C:9]3[C:14]([C:6]=2[C:3]2[CH:4]=[CH:5][S:1][CH:2]=2)=[CH:13][CH:12]=[CH:11][CH:10]=3)=[O:16])=[CH:22][CH:21]=1. The yield is 0.125. (10) The reactants are [NH2:1][C:2]1[CH:7]=[CH:6][C:5]([C:8]([C:10]2[CH:19]=[CH:18][CH:17]=[CH:16][C:11]=2[C:12]([O:14][CH3:15])=[O:13])=[O:9])=[CH:4][C:3]=1[N+:20]([O-])=O.O.O.[Sn](Cl)Cl. The catalyst is C(O)(=O)C. The product is [NH2:20][C:3]1[CH:4]=[C:5]([C:8]([C:10]2[CH:19]=[CH:18][CH:17]=[CH:16][C:11]=2[C:12]([O:14][CH3:15])=[O:13])=[O:9])[CH:6]=[CH:7][C:2]=1[NH2:1]. The yield is 0.370.